This data is from NCI-60 drug combinations with 297,098 pairs across 59 cell lines. The task is: Regression. Given two drug SMILES strings and cell line genomic features, predict the synergy score measuring deviation from expected non-interaction effect. (1) Drug 1: CC(C1=C(C=CC(=C1Cl)F)Cl)OC2=C(N=CC(=C2)C3=CN(N=C3)C4CCNCC4)N. Drug 2: CN1CCC(CC1)COC2=C(C=C3C(=C2)N=CN=C3NC4=C(C=C(C=C4)Br)F)OC. Cell line: UACC62. Synergy scores: CSS=15.5, Synergy_ZIP=-3.02, Synergy_Bliss=4.95, Synergy_Loewe=-0.179, Synergy_HSA=5.23. (2) Cell line: SF-539. Drug 1: CC=C1C(=O)NC(C(=O)OC2CC(=O)NC(C(=O)NC(CSSCCC=C2)C(=O)N1)C(C)C)C(C)C. Synergy scores: CSS=66.3, Synergy_ZIP=-1.11, Synergy_Bliss=-4.07, Synergy_Loewe=-59.3, Synergy_HSA=-2.12. Drug 2: COC1=C2C(=CC3=C1OC=C3)C=CC(=O)O2. (3) Drug 1: CC1=C(C=C(C=C1)NC(=O)C2=CC=C(C=C2)CN3CCN(CC3)C)NC4=NC=CC(=N4)C5=CN=CC=C5. Drug 2: COC1=C2C(=CC3=C1OC=C3)C=CC(=O)O2. Cell line: MALME-3M. Synergy scores: CSS=-0.597, Synergy_ZIP=1.48, Synergy_Bliss=0.872, Synergy_Loewe=-0.653, Synergy_HSA=-2.73.